Dataset: Forward reaction prediction with 1.9M reactions from USPTO patents (1976-2016). Task: Predict the product of the given reaction. (1) Given the reactants CCN(C(C)C)C(C)C.F[P-](F)(F)(F)(F)F.N1(OC(N(C)C)=[N+](C)C)C2C=CC=CC=2N=N1.[CH3:34][C@H:35]1[C:43]2[C:42]([CH:44]3[CH2:49][CH2:48][NH:47][CH2:46][CH2:45]3)=[N:41][CH:40]=[N:39][C:38]=2[CH2:37][CH2:36]1.[C:50]([O:54][C:55]([N:57]1[C:61]([CH3:63])([CH3:62])[CH2:60][CH2:59][C@H:58]1[C@H:64]([C:68]1[CH:73]=[CH:72][C:71]([Cl:74])=[CH:70][CH:69]=1)[C:65](O)=[O:66])=[O:56])([CH3:53])([CH3:52])[CH3:51], predict the reaction product. The product is: [Cl:74][C:71]1[CH:70]=[CH:69][C:68]([C@@H:64]([C@H:58]2[N:57]([C:55]([O:54][C:50]([CH3:53])([CH3:52])[CH3:51])=[O:56])[C:61]([CH3:63])([CH3:62])[CH2:60][CH2:59]2)[C:65]([N:47]2[CH2:48][CH2:49][CH:44]([C:42]3[C:43]4[C@H:35]([CH3:34])[CH2:36][CH2:37][C:38]=4[N:39]=[CH:40][N:41]=3)[CH2:45][CH2:46]2)=[O:66])=[CH:73][CH:72]=1. (2) Given the reactants [F:1][C:2]1([F:30])[CH2:7][CH2:6][N:5]([C:8]([C:10]2[NH:11][C:12]3[C:17]([CH:18]=2)=[CH:16][C:15]([C:19]([N:21]2[CH2:26][CH2:25][CH:24]([N:27]([CH3:29])[CH3:28])[CH2:23][CH2:22]2)=[O:20])=[CH:14][CH:13]=3)=[O:9])[CH2:4][CH2:3]1.[C:31]([C:33]1[CH:38]=[CH:37][C:36](B(O)O)=[CH:35][CH:34]=1)#[N:32].N1C=CC=CC=1, predict the reaction product. The product is: [F:30][C:2]1([F:1])[CH2:7][CH2:6][N:5]([C:8]([C:10]2[N:11]([C:36]3[CH:37]=[CH:38][C:33]([C:31]#[N:32])=[CH:34][CH:35]=3)[C:12]3[C:17]([CH:18]=2)=[CH:16][C:15]([C:19]([N:21]2[CH2:26][CH2:25][CH:24]([N:27]([CH3:28])[CH3:29])[CH2:23][CH2:22]2)=[O:20])=[CH:14][CH:13]=3)=[O:9])[CH2:4][CH2:3]1. (3) Given the reactants [Cl:1][C:2]1[C:3]2[N:4]([C:16]([CH3:19])=[CH:17][CH:18]=2)[C:5]([C:8]([N:10]2[CH2:15][CH2:14][O:13][CH2:12][CH2:11]2)=[O:9])=[CH:6][N:7]=1.[Br:20][C:21]1[CH:27]=[CH:26][C:24]([NH2:25])=[CH:23][C:22]=1[F:28], predict the reaction product. The product is: [ClH:1].[Br:20][C:21]1[CH:27]=[CH:26][C:24]([NH:25][C:2]2[C:3]3[N:4]([C:16]([CH3:19])=[CH:17][CH:18]=3)[C:5]([C:8]([N:10]3[CH2:15][CH2:14][O:13][CH2:12][CH2:11]3)=[O:9])=[CH:6][N:7]=2)=[CH:23][C:22]=1[F:28]. (4) Given the reactants [Cl:1][C:2]1[CH:3]=[C:4]([NH:17][C:18]2[C:19]3[CH:26]=[C:25]([C:27]#[CH:28])[S:24][C:20]=3[N:21]=[CH:22][N:23]=2)[CH:5]=[CH:6][C:7]=1[O:8][CH2:9][C:10]1[CH:15]=[CH:14][CH:13]=[C:12]([F:16])[CH:11]=1.Br[C:30]1[S:31][CH:32]=[CH:33][N:34]=1.C(N(CC)CC)C, predict the reaction product. The product is: [Cl:1][C:2]1[CH:3]=[C:4]([NH:17][C:18]2[C:19]3[CH:26]=[C:25]([C:27]#[C:28][C:30]4[S:31][CH:32]=[CH:33][N:34]=4)[S:24][C:20]=3[N:21]=[CH:22][N:23]=2)[CH:5]=[CH:6][C:7]=1[O:8][CH2:9][C:10]1[CH:15]=[CH:14][CH:13]=[C:12]([F:16])[CH:11]=1. (5) Given the reactants [N:1]1([C:6]2[CH:18]=[CH:17][C:9]([C:10]([O:12]C(C)(C)C)=[O:11])=[C:8]([C:19]([F:22])([F:21])[F:20])[CH:7]=2)[CH:5]=[CH:4][CH:3]=[N:2]1.FC(F)(F)C(O)=O, predict the reaction product. The product is: [N:1]1([C:6]2[CH:18]=[CH:17][C:9]([C:10]([OH:12])=[O:11])=[C:8]([C:19]([F:20])([F:21])[F:22])[CH:7]=2)[CH:5]=[CH:4][CH:3]=[N:2]1. (6) The product is: [CH3:23][C:17]1[N:18]=[N:19][CH:20]=[C:21]([CH3:22])[C:16]=1[C:9]1[CH:10]=[CH:11][C:12]([OH:14])=[CH:13][C:8]=1[O:7][CH3:6]. Given the reactants C[Si](I)(C)C.[CH3:6][O:7][C:8]1[CH:13]=[C:12]([O:14]C)[CH:11]=[CH:10][C:9]=1[C:16]1[C:21]([CH3:22])=[CH:20][N:19]=[N:18][C:17]=1[CH3:23], predict the reaction product.